The task is: Predict the reactants needed to synthesize the given product.. This data is from Full USPTO retrosynthesis dataset with 1.9M reactions from patents (1976-2016). Given the product [CH3:14][C:11]([CH3:12])([CH3:13])[C:9]([C:8]1[CH:35]([C:34]2[CH:37]=[CH:38][CH:39]=[CH:40][C:33]=2[O:32][CH2:31][C:29]([O:28][CH3:27])=[O:30])[N:24]([C:23]2[CH:25]=[CH:26][C:20]([C:17]3[CH:18]=[CH:19][S:15][CH:16]=3)=[CH:21][CH:22]=2)[C:4](=[O:5])[C:6]=1[OH:7])=[O:10], predict the reactants needed to synthesize it. The reactants are: CCO[C:4]([C:6]([CH2:8][C:9]([C:11]([CH3:14])([CH3:13])[CH3:12])=[O:10])=[O:7])=[O:5].[S:15]1[CH:19]=[CH:18][C:17]([C:20]2[CH:26]=[CH:25][C:23]([NH2:24])=[CH:22][CH:21]=2)=[CH:16]1.[CH3:27][O:28][C:29]([CH2:31][O:32][C:33]1[CH:40]=[CH:39][CH:38]=[CH:37][C:34]=1[CH:35]=O)=[O:30].C(O)(=O)C.C(=O)(O)[O-].[Na+].